Dataset: Full USPTO retrosynthesis dataset with 1.9M reactions from patents (1976-2016). Task: Predict the reactants needed to synthesize the given product. (1) Given the product [OH:1][C:2]12[CH2:11][CH:6]3[CH2:7][CH:8]([CH2:10][C:4]([CH:12]([O:14][C:15](=[O:18])[CH:16]=[CH2:17])[CH3:13])([CH2:5]3)[CH2:3]1)[CH2:9]2, predict the reactants needed to synthesize it. The reactants are: [OH:1][C:2]12[CH2:11][CH:6]3[CH2:7][CH:8]([CH2:10][C:4]([CH:12]([OH:14])[CH3:13])([CH2:5]3)[CH2:3]1)[CH2:9]2.[C:15](Cl)(=[O:18])[CH:16]=[CH2:17].C(N(CC)CC)C. (2) Given the product [Cl:19][C:20]1[C:25]([C:26]([NH:18][C:5]2[CH:6]=[CH:7][CH:8]=[C:9]3[C:4]=2[N:3]=[C:2]([CH3:1])[N:11]=[C:10]3[N:12]2[CH2:17][CH2:16][O:15][CH2:14][CH2:13]2)=[O:27])=[C:24]([F:29])[C:23]([CH2:30][NH:31][C:32](=[O:37])[C:33]([CH3:35])([CH3:34])[CH3:36])=[CH:22][CH:21]=1, predict the reactants needed to synthesize it. The reactants are: [CH3:1][C:2]1[N:11]=[C:10]([N:12]2[CH2:17][CH2:16][O:15][CH2:14][CH2:13]2)[C:9]2[C:4](=[C:5]([NH2:18])[CH:6]=[CH:7][CH:8]=2)[N:3]=1.[Cl:19][C:20]1[C:25]([C:26](O)=[O:27])=[C:24]([F:29])[C:23]([CH2:30][NH:31][C:32](=[O:37])[C:33]([CH3:36])([CH3:35])[CH3:34])=[CH:22][CH:21]=1.C(Cl)(=O)C(Cl)=O.CCN(C(C)C)C(C)C.